This data is from Reaction yield outcomes from USPTO patents with 853,638 reactions. The task is: Predict the reaction yield, written as a fraction of the theoretical maximum amount of product (1.0 means a 100% yield; for example, 0.34 means a 34% yield). (1) The reactants are [CH:1]([C:4]1[C:12]2[C:7](=[C:8]([C:17](O)=[O:18])[CH:9]=[C:10]([S:13]([CH3:16])(=[O:15])=[O:14])[CH:11]=2)[N:6]([CH3:20])[CH:5]=1)([CH3:3])[CH3:2].Cl.[NH2:22][CH2:23][C:24]1[C:25](=[O:32])[NH:26][C:27]([CH3:31])=[CH:28][C:29]=1[CH3:30].ON1C2N=CC=CC=2N=N1.CN1CCOCC1.C(Cl)CCl.C(=O)([O-])[O-].[K+].[K+]. The catalyst is CS(C)=O. The product is [CH3:30][C:29]1[CH:28]=[C:27]([CH3:31])[NH:26][C:25](=[O:32])[C:24]=1[CH2:23][NH:22][C:17]([C:8]1[CH:9]=[C:10]([S:13]([CH3:16])(=[O:15])=[O:14])[CH:11]=[C:12]2[C:7]=1[N:6]([CH3:20])[CH:5]=[C:4]2[CH:1]([CH3:2])[CH3:3])=[O:18]. The yield is 0.730. (2) The reactants are Br[C:2]1[CH:9]=[CH:8][C:5]([CH:6]=[O:7])=[CH:4][C:3]=1[N+:10]([O-:12])=[O:11].[C:13]([C:15]1[CH:20]=[CH:19][CH:18]=[CH:17][C:16]=1OB(O)O)#[N:14].ClCCl.C(=O)([O-])[O-].[Na+].[Na+]. The catalyst is [Br-].C([N+](CCCC)(CCCC)CCCC)CCC.C1C=CC(P(C2C=CC=CC=2)[C-]2C=CC=C2)=CC=1.C1C=CC(P(C2C=CC=CC=2)[C-]2C=CC=C2)=CC=1.Cl[Pd]Cl.[Fe+2].C1(C)C=CC=CC=1. The product is [CH:6]([C:5]1[CH:8]=[CH:9][C:2]([C:16]2[C:15]([C:13]#[N:14])=[CH:20][CH:19]=[CH:18][CH:17]=2)=[C:3]([N+:10]([O-:12])=[O:11])[CH:4]=1)=[O:7]. The yield is 0.400. (3) The reactants are [Cl:1][C:2]1[S:10][C:9]2[S:8](=[O:12])(=[O:11])[NH:7][CH2:6][C:5](=[O:13])[C:4]=2[CH:3]=1.[Cl:14][C:15]1[CH:20]=[CH:19][C:18]([Mg]Br)=[CH:17][CH:16]=1.CCOCC. The catalyst is C1COCC1. The product is [Cl:1][C:2]1[S:10][C:9]2[S:8](=[O:11])(=[O:12])[NH:7][CH2:6][C:5]([C:18]3[CH:19]=[CH:20][C:15]([Cl:14])=[CH:16][CH:17]=3)([OH:13])[C:4]=2[CH:3]=1. The yield is 0.260.